From a dataset of Catalyst prediction with 721,799 reactions and 888 catalyst types from USPTO. Predict which catalyst facilitates the given reaction. (1) Reactant: [CH3:1][C:2]1[CH:3]=[CH:4][C:5]([NH:21][C:22]([C:24]2[CH:25]=[CH:26][C:27]([CH2:30][N:31]3[CH2:36][CH2:35][N:34]([CH3:37])[CH2:33][CH2:32]3)=[CH:28][CH:29]=2)=[O:23])=[CH:6][C:7]=1[NH:8][C:9]1[N:10]=[CH:11][CH:12]=[C:13]([C:15]2[CH:16]=[CH:17][CH:18]=[N:19][CH:20]=2)[N:14]=1.[C:38]([O:43][CH2:44][I:45])(=[O:42])[CH:39]([CH3:41])[CH3:40]. Product: [I-:45].[C:38]([O:43][CH2:44][N+:34]1([CH3:37])[CH2:33][CH2:32][N:31]([CH2:30][C:27]2[CH:26]=[CH:25][C:24]([C:22](=[O:23])[NH:21][C:5]3[CH:4]=[CH:3][C:2]([CH3:1])=[C:7]([NH:8][C:9]4[N:14]=[C:13]([C:15]5[CH:20]=[N:19][CH:18]=[CH:17][CH:16]=5)[CH:12]=[CH:11][N:10]=4)[CH:6]=3)=[CH:29][CH:28]=2)[CH2:36][CH2:35]1)(=[O:42])[CH:39]([CH3:41])[CH3:40]. The catalyst class is: 2. (2) Reactant: [Cl:1][C:2]1[C:3]([C:10]2[CH:32]=[CH:31][C:13]([C:14]([NH:16][C:17]3[CH:22]=[CH:21][CH:20]=[CH:19][C:18]=3[NH:23][C:24](=[O:30])[O:25][C:26]([CH3:29])([CH3:28])[CH3:27])=[O:15])=[CH:12][CH:11]=2)=[N:4][CH:5]=[C:6]([CH:8]=O)[CH:7]=1.[NH:33]1[CH2:37][CH2:36][CH2:35][CH2:34]1.C(O[BH-](OC(=O)C)OC(=O)C)(=O)C.[Na+]. Product: [Cl:1][C:2]1[C:3]([C:10]2[CH:32]=[CH:31][C:13]([C:14]([NH:16][C:17]3[CH:22]=[CH:21][CH:20]=[CH:19][C:18]=3[NH:23][C:24](=[O:30])[O:25][C:26]([CH3:29])([CH3:27])[CH3:28])=[O:15])=[CH:12][CH:11]=2)=[N:4][CH:5]=[C:6]([CH2:8][N:33]2[CH2:37][CH2:36][CH2:35][CH2:34]2)[CH:7]=1. The catalyst class is: 4. (3) Reactant: [CH3:1][C:2]1[N:3]=[CH:4][S:5][C:6]=1[CH2:7][CH2:8][OH:9].C(N(CC)CC)C.[CH3:17][S:18](Cl)(=[O:20])=[O:19]. Product: [CH3:17][S:18]([O:9][CH2:8][CH2:7][C:6]1[S:5][CH:4]=[N:3][C:2]=1[CH3:1])(=[O:20])=[O:19]. The catalyst class is: 1. (4) Reactant: C(N(CC)C(C)C)(C)C.[Br:10][C:11]1[CH:12]=[C:13]2[C:17](=[CH:18][CH:19]=1)[N:16]([CH2:20][O:21][CH2:22][CH2:23][Si:24]([CH3:27])([CH3:26])[CH3:25])[N:15]=[C:14]2[NH:28][C:29]1[N:33]([CH:34]2[CH2:39][CH2:38][CH:37]([O:40][Si:41]([C:44]([CH3:47])([CH3:46])[CH3:45])([CH3:43])[CH3:42])[CH2:36][CH2:35]2)[C:32]2[CH:48]=[CH:49][C:50]([C:52](O)=[O:53])=[CH:51][C:31]=2[N:30]=1.[I-].Cl[C:57]1[CH:62]=[CH:61][CH:60]=[CH:59][N+:58]=1C.ON1C2C=CC=CC=2N=N1.C1(N)CCCC1. Product: [CH:59]1([NH:58][C:52]([C:50]2[CH:49]=[CH:48][C:32]3[N:33]([CH:34]4[CH2:39][CH2:38][CH:37]([O:40][Si:41]([C:44]([CH3:47])([CH3:46])[CH3:45])([CH3:43])[CH3:42])[CH2:36][CH2:35]4)[C:29]([NH:28][C:14]4[C:13]5[C:17](=[CH:18][CH:19]=[C:11]([Br:10])[CH:12]=5)[N:16]([CH2:20][O:21][CH2:22][CH2:23][Si:24]([CH3:25])([CH3:26])[CH3:27])[N:15]=4)=[N:30][C:31]=3[CH:51]=2)=[O:53])[CH2:57][CH2:62][CH2:61][CH2:60]1. The catalyst class is: 13. (5) Product: [Cl:1][C:2]1[CH:7]=[CH:6][C:5]([C:8]2[C:13]([C:14]([NH:28][CH:26]([CH3:27])[CH3:25])=[O:16])=[CH:12][N:11]=[CH:10][CH:9]=2)=[C:4]([F:17])[CH:3]=1. The catalyst class is: 3. Reactant: [Cl:1][C:2]1[CH:7]=[CH:6][C:5]([C:8]2[C:13]([C:14]([OH:16])=O)=[CH:12][N:11]=[CH:10][CH:9]=2)=[C:4]([F:17])[CH:3]=1.C(Cl)CCl.C1C=C[C:25]2N(O)N=[N:28][C:26]=2[CH:27]=1.CCN(C(C)C)C(C)C.CC(N)C. (6) Product: [Si:1]([O:8][CH2:9][C:10]1[N:15]=[CH:14][C:13]2[N:16]([C:19]3[S:23][C:22]([C:24]([O:26][CH3:27])=[O:25])=[C:21]([O:28][CH:37]([C:32]4[CH:33]=[CH:34][CH:35]=[CH:36][C:31]=4[C:30]([F:29])([F:40])[F:41])[CH3:38])[CH:20]=3)[CH:17]=[N:18][C:12]=2[CH:11]=1)([C:4]([CH3:5])([CH3:6])[CH3:7])([CH3:2])[CH3:3]. Reactant: [Si:1]([O:8][CH2:9][C:10]1[N:15]=[CH:14][C:13]2[N:16]([C:19]3[S:23][C:22]([C:24]([O:26][CH3:27])=[O:25])=[C:21]([OH:28])[CH:20]=3)[CH:17]=[N:18][C:12]=2[CH:11]=1)([C:4]([CH3:7])([CH3:6])[CH3:5])([CH3:3])[CH3:2].[F:29][C:30]([F:41])([F:40])[C:31]1[CH:36]=[CH:35][CH:34]=[CH:33][C:32]=1[CH:37](O)[CH3:38].C1(P(C2C=CC=CC=2)C2C=CC=CC=2)C=CC=CC=1.N(C(OC(C)(C)C)=O)=NC(OC(C)(C)C)=O. The catalyst class is: 4.